Dataset: Forward reaction prediction with 1.9M reactions from USPTO patents (1976-2016). Task: Predict the product of the given reaction. (1) Given the reactants [NH2:1][C:2]1[CH:3]=[C:4]([CH:11]=[CH:12][C:13]=1[N:14]1[CH2:19][CH2:18][CH:17]([N:20]2[C:25]3[CH:26]=[CH:27][CH:28]=[CH:29][C:24]=3[CH2:23][O:22][C:21]2=[O:30])[CH2:16][CH2:15]1)[C:5]([NH:7][CH:8]([CH3:10])[CH3:9])=[O:6].[CH3:31][S:32](Cl)(=[O:34])=[O:33].N1C(C)=CC=CC=1C, predict the reaction product. The product is: [CH3:9][CH:8]([NH:7][C:5](=[O:6])[C:4]1[CH:11]=[CH:12][C:13]([N:14]2[CH2:15][CH2:16][CH:17]([N:20]3[C:25]4[CH:26]=[CH:27][CH:28]=[CH:29][C:24]=4[CH2:23][O:22][C:21]3=[O:30])[CH2:18][CH2:19]2)=[C:2]([NH:1][S:32]([CH3:31])(=[O:34])=[O:33])[CH:3]=1)[CH3:10]. (2) Given the reactants [C:1]1([CH3:8])[C:6]([OH:7])=[CH:5][CH:4]=[CH:3][CH:2]=1.[C:9]([C:11]1[N:15]([CH:16]2[CH2:21][CH2:20][N:19]([C:22]([O:24][CH:25]([CH3:27])[CH3:26])=[O:23])[CH2:18][CH2:17]2)[N:14]=[CH:13][C:12]=1[CH2:28]OS(C)(=O)=O)#[N:10].C(=O)([O-])[O-].[Cs+].[Cs+], predict the reaction product. The product is: [C:9]([C:11]1[N:15]([CH:16]2[CH2:17][CH2:18][N:19]([C:22]([O:24][CH:25]([CH3:26])[CH3:27])=[O:23])[CH2:20][CH2:21]2)[N:14]=[CH:13][C:12]=1[CH2:28][O:7][C:6]1[CH:5]=[CH:4][CH:3]=[CH:2][C:1]=1[CH3:8])#[N:10]. (3) Given the reactants [Br:1][C:2]1[CH:15]=[C:14]2[C:5]([O:6][C:7]3([CH3:21])[CH:12]([C:13]2=O)[CH2:11][C:10]2([O:20][CH2:19][CH2:18][O:17]2)[CH2:9][CH2:8]3)=[CH:4][CH:3]=1.[C@H:22](O)(C([O-])=O)[C@@H](O)C([O-])=O.[Na+].[K+], predict the reaction product. The product is: [Br:1][C:2]1[CH:15]=[C:14]2[C:5]([O:6][C@@:7]3([CH3:21])[C@H:12]([C:13]2=[CH2:22])[CH2:11][C:10]2([O:20][CH2:19][CH2:18][O:17]2)[CH2:9][CH2:8]3)=[CH:4][CH:3]=1.[Br:1][C:2]1[CH:15]=[C:14]2[C:5]([O:6][C@@:7]3([CH3:21])[C@@H:12]([C:13]2=[CH2:22])[CH2:11][C:10]2([O:20][CH2:19][CH2:18][O:17]2)[CH2:9][CH2:8]3)=[CH:4][CH:3]=1. (4) Given the reactants [C:1]([C:3]1[CH:8]=[CH:7][C:6]([C@H:9]([C:20]2[CH:25]=[CH:24][CH:23]=[CH:22][C:21]=2[CH3:26])[CH2:10][C:11]([C:13]2[CH:18]=[CH:17][N:16]=[C:15]([CH3:19])[CH:14]=2)=O)=[CH:5][CH:4]=1)#[CH:2].Cl.[NH2:28][OH:29].C(=O)([O-])O.[Na+], predict the reaction product. The product is: [C:1]([C:3]1[CH:8]=[CH:7][C:6]([C@H:9]([C:20]2[CH:25]=[CH:24][CH:23]=[CH:22][C:21]=2[CH3:26])[CH2:10][C:11]([C:13]2[CH:18]=[CH:17][N:16]=[C:15]([CH3:19])[CH:14]=2)=[N:28][OH:29])=[CH:5][CH:4]=1)#[CH:2]. (5) The product is: [CH2:1]([O:4][C:5]1[CH:26]=[C:25]([O:27][CH2:28][CH:29]=[CH2:30])[C:24]([CH2:31][C:32]#[C:33][CH3:34])=[CH:23][C:6]=1[C:7]([NH:9][C:10]1[CH:15]=[CH:14][C:13]([CH2:16][N:17]2[CH2:22][CH2:21][O:20][CH2:19][CH2:18]2)=[CH:12][CH:11]=1)=[S:44])[CH:2]=[CH2:3]. Given the reactants [CH2:1]([O:4][C:5]1[CH:26]=[C:25]([O:27][CH2:28][CH:29]=[CH2:30])[C:24]([CH2:31][C:32]#[C:33][CH3:34])=[CH:23][C:6]=1[C:7]([NH:9][C:10]1[CH:15]=[CH:14][C:13]([CH2:16][N:17]2[CH2:22][CH2:21][O:20][CH2:19][CH2:18]2)=[CH:12][CH:11]=1)=O)[CH:2]=[CH2:3].COC1C=CC(P2(SP(C3C=CC(OC)=CC=3)(=S)S2)=[S:44])=CC=1.C(=O)([O-])[O-].[Na+].[Na+], predict the reaction product. (6) Given the reactants [F:1][C:2]1[CH:8]=[CH:7][C:5]([NH2:6])=[CH:4][CH:3]=1.C[Al](C)C.[O:13]1[C@@H:23]2[C@:14]31[C@@H:19]([CH2:20][CH2:21][CH2:22]2)[O:18][CH2:17][CH2:16][CH2:15]3.C(C(C(C([O-])=O)O)O)([O-])=O.[K+].[Na+], predict the reaction product. The product is: [F:1][C:2]1[CH:8]=[CH:7][C:5]([NH:6][C@@H:23]2[CH2:22][CH2:21][CH2:20][C@@H:19]3[C@:14]2([OH:13])[CH2:15][CH2:16][CH2:17][O:18]3)=[CH:4][CH:3]=1. (7) Given the reactants [F:1][C:2]1[CH:3]=[C:4]2[C:9](=[C:10]([O:13][C:14]([F:17])([F:16])[F:15])[C:11]=1F)[N:8]([C:18]1[CH:23]=[CH:22][C:21]([CH2:24][N:25]3[CH2:30][CH2:29][CH2:28][CH2:27][C@@H:26]3[CH3:31])=[CH:20][CH:19]=1)[CH:7]=[C:6]([C:32]([O:34]CC)=[O:33])[C:5]2=[O:37].[N:38]1([C:44]2[N:49]=[CH:48][CH:47]=[CH:46][N:45]=2)[CH2:43][CH2:42][NH:41][CH2:40][CH2:39]1, predict the reaction product. The product is: [F:1][C:2]1[CH:3]=[C:4]2[C:9](=[C:10]([O:13][C:14]([F:17])([F:16])[F:15])[C:11]=1[N:41]1[CH2:42][CH2:43][N:38]([C:44]3[N:45]=[CH:46][CH:47]=[CH:48][N:49]=3)[CH2:39][CH2:40]1)[N:8]([C:18]1[CH:23]=[CH:22][C:21]([CH2:24][N:25]3[CH2:30][CH2:29][CH2:28][CH2:27][C@@H:26]3[CH3:31])=[CH:20][CH:19]=1)[CH:7]=[C:6]([C:32]([OH:34])=[O:33])[C:5]2=[O:37]. (8) Given the reactants [OH:1][NH:2][C:3](=[O:9])[O:4][C:5]([CH3:8])([CH3:7])[CH3:6].C1CCN2C(=NCCC2)CC1.Br[CH2:22][CH2:23][OH:24].C(Cl)[Cl:26], predict the reaction product. The product is: [ClH:26].[OH:24][CH2:23][CH2:22][O:1][NH:2][C:3](=[O:9])[O:4][C:5]([CH3:8])([CH3:7])[CH3:6]. (9) The product is: [C:7]([CH:9]=[C:19]1[CH2:22][CH:21]([C:23]([O:25][CH3:26])=[O:24])[CH2:20]1)#[N:8]. Given the reactants CC(C)([O-])C.[K+].[C:7]([CH2:9]P(=O)(OCC)OCC)#[N:8].O=[C:19]1[CH2:22][CH:21]([C:23]([O:25][CH3:26])=[O:24])[CH2:20]1, predict the reaction product.